This data is from HIV replication inhibition screening data with 41,000+ compounds from the AIDS Antiviral Screen. The task is: Binary Classification. Given a drug SMILES string, predict its activity (active/inactive) in a high-throughput screening assay against a specified biological target. (1) The drug is Oc1ccc(Cl)cc1Cc1ccccc1. The result is 0 (inactive). (2) The molecule is C=CCNC(=S)N1c2ccccc2NC(=O)CC1C. The result is 0 (inactive). (3) The drug is COc1cnc2cc3c4c(cccc4c2c1)NC3=O. The result is 0 (inactive). (4) The drug is Oc1c(CN2CCOCC2)cc(N=Nc2ccccc2)c(O)c1CN1CCOCC1. The result is 0 (inactive). (5) The compound is Cc1oc2nc(N(C)C)n3nnnc3c2c1C. The result is 0 (inactive). (6) The drug is COc1cccc(CC2NCCc3c2[nH]c2ccccc32)c1. The result is 0 (inactive). (7) The molecule is O=C1Oc2ccccc2NC1=CC(=O)c1ccc([N+](=O)[O-])cc1. The result is 0 (inactive). (8) The result is 0 (inactive). The compound is CCOC(=O)C1(c2ccccc2)CCC(=O)CC1.